This data is from Peptide-MHC class II binding affinity with 134,281 pairs from IEDB. The task is: Regression. Given a peptide amino acid sequence and an MHC pseudo amino acid sequence, predict their binding affinity value. This is MHC class II binding data. (1) The peptide sequence is CSIVGWPAIRERMRRT. The MHC is DRB1_0101 with pseudo-sequence DRB1_0101. The binding affinity (normalized) is 0.339. (2) The peptide sequence is YDKFLANVSTVLFGK. The MHC is DRB1_1602 with pseudo-sequence DRB1_1602. The binding affinity (normalized) is 0.836. (3) The peptide sequence is VNKMLAVLDTNILWV. The MHC is HLA-DPA10201-DPB11401 with pseudo-sequence HLA-DPA10201-DPB11401. The binding affinity (normalized) is 0.404. (4) The peptide sequence is VSKGAPCRIPVIVAD. The MHC is HLA-DQA10501-DQB10303 with pseudo-sequence HLA-DQA10501-DQB10303. The binding affinity (normalized) is 0.470. (5) The peptide sequence is AEDVIPEGWKADTSY. The MHC is HLA-DQA10201-DQB10202 with pseudo-sequence HLA-DQA10201-DQB10202. The binding affinity (normalized) is 0.103. (6) The peptide sequence is LPISPLSNSLLRHHNLVYMT. The MHC is DRB1_0301 with pseudo-sequence DRB1_0301. The binding affinity (normalized) is 0.358. (7) The peptide sequence is NVWERHYLAGEMTLM. The MHC is DRB1_1501 with pseudo-sequence DRB1_1501. The binding affinity (normalized) is 0.421. (8) The peptide sequence is IPLYRNGDFFISSKD. The MHC is DRB5_0101 with pseudo-sequence DRB5_0101. The binding affinity (normalized) is 0. (9) The peptide sequence is AFILDGDNLWPKV. The MHC is DRB1_0401 with pseudo-sequence DRB1_0401. The binding affinity (normalized) is 0.687.